Dataset: Forward reaction prediction with 1.9M reactions from USPTO patents (1976-2016). Task: Predict the product of the given reaction. (1) Given the reactants [CH3:1][C:2]1[CH:11]=[CH:10][C:5]([C:6](OC)=[O:7])=[CH:4][N:3]=1.[H-].COCCO[Al+]OCCOC.[Na+].[H-], predict the reaction product. The product is: [CH3:1][C:2]1[N:3]=[CH:4][C:5]([CH2:6][OH:7])=[CH:10][CH:11]=1. (2) The product is: [NH:50]1[C:58]2=[N:57][CH:56]=[CH:55][CH:54]=[C:53]2[C:52]([CH:59]=[C:7]2[O:6][C:5]([N:36]([CH3:35])[CH2:37][C:38]3[S:39][CH:40]=[CH:41][CH:42]=3)=[C:9]([C:10]([O:12][CH:13]([CH3:14])[CH3:15])=[O:11])[C:8]2=[O:16])=[CH:51]1. Given the reactants C(O[C:5]1[O:6][CH2:7][C:8](=[O:16])[C:9]=1[C:10]([O:12][CH:13]([CH3:15])[CH3:14])=[O:11])(C)C.C(OC(C)C)(=O)CC(OC(C)C)=O.ClCC(Cl)=O.[CH3:35][NH:36][CH2:37][C:38]1[S:39][CH:40]=[CH:41][CH:42]=1.C(N(CC)CC)C.[NH:50]1[C:58]2[C:53](=[CH:54][CH:55]=[CH:56][N:57]=2)[C:52]([CH:59]=O)=[CH:51]1, predict the reaction product. (3) The product is: [CH3:15][S:16]([OH:19])(=[O:18])=[O:17].[O:5]=[P:4]12[O:3][P:2]3([O:9][P:7]([O:10][P:11]([O:13]3)([O:14]1)=[O:12])(=[O:8])[O:6]2)=[O:1]. Given the reactants [O:1]=[P:2]12[O:13][P:11]3([O:14][P:4]([O:6][P:7]([O:10]3)([O:9]1)=[O:8])(=[O:5])[O:3]2)=[O:12].[CH3:15][S:16]([OH:19])(=[O:18])=[O:17], predict the reaction product.